This data is from Reaction yield outcomes from USPTO patents with 853,638 reactions. The task is: Predict the reaction yield, written as a fraction of the theoretical maximum amount of product (1.0 means a 100% yield; for example, 0.34 means a 34% yield). The yield is 0.300. The product is [Cl:1][C:2]1[S:6][C:5]2[C:7]3([O:20][CH2:21][C:22]([F:23])([F:24])[C:4]=2[CH:3]=1)[CH2:12][CH2:11][N:10]([CH2:13][C:14]1[C:15]([CH3:19])=[N:16][N:17]([C:26]2[C:31]([CH2:32][N:33]4[CH2:38][CH2:37][O:36][CH2:35][C:34]4=[O:39])=[CH:30][CH:29]=[CH:28][N:27]=2)[CH:18]=1)[CH2:9][CH2:8]3. The catalyst is CN(C)C=O.[Cu]I. The reactants are [Cl:1][C:2]1[S:6][C:5]2[C:7]3([O:20][CH2:21][C:22]([F:24])([F:23])[C:4]=2[CH:3]=1)[CH2:12][CH2:11][N:10]([CH2:13][C:14]1[C:15]([CH3:19])=[N:16][NH:17][CH:18]=1)[CH2:9][CH2:8]3.Br[C:26]1[C:31]([CH2:32][N:33]2[CH2:38][CH2:37][O:36][CH2:35][C:34]2=[O:39])=[CH:30][CH:29]=[CH:28][N:27]=1.C(=O)([O-])[O-].[Cs+].[Cs+].CN[C@@H]1CCCC[C@H]1NC.